This data is from Reaction yield outcomes from USPTO patents with 853,638 reactions. The task is: Predict the reaction yield, written as a fraction of the theoretical maximum amount of product (1.0 means a 100% yield; for example, 0.34 means a 34% yield). The reactants are [N+:1]([C:4]1[CH:5]=[C:6]([CH:14]=[CH:15][CH:16]=1)[O:7][CH2:8][C:9](OCC)=[O:10])([O-:3])=[O:2].Cl.CN.[CH:20]([N:23](C(C)C)CC)(C)C. The catalyst is CO.O. The product is [CH3:20][NH:23][C:9](=[O:10])[CH2:8][O:7][C:6]1[CH:14]=[CH:15][CH:16]=[C:4]([N+:1]([O-:3])=[O:2])[CH:5]=1. The yield is 0.950.